This data is from Catalyst prediction with 721,799 reactions and 888 catalyst types from USPTO. The task is: Predict which catalyst facilitates the given reaction. Reactant: [F:1][C:2]([F:17])([F:16])[S:3]([NH:6][CH2:7][CH2:8][C:9]1[CH:15]=[CH:14][C:12]([NH2:13])=[CH:11][CH:10]=1)(=[O:5])=[O:4].C(N(CC)C(C)C)(C)C.C([O:29][C:30]([C:32]1[N:37]2[C:38]([C:41](=[O:46])C(Cl)(Cl)Cl)=[CH:39][N:40]=[C:36]2[CH:35]=[CH:34][CH:33]=1)=O)C. Product: [F:17][C:2]([F:16])([F:1])[S:3]([NH:6][CH2:7][CH2:8][C:9]1[CH:15]=[CH:14][C:12]([N:13]2[C:30](=[O:29])[C:32]3[N:37]4[C:38](=[CH:39][N:40]=[C:36]4[CH:35]=[CH:34][CH:33]=3)[C:41]2=[O:46])=[CH:11][CH:10]=1)(=[O:4])=[O:5]. The catalyst class is: 10.